Dataset: Forward reaction prediction with 1.9M reactions from USPTO patents (1976-2016). Task: Predict the product of the given reaction. (1) Given the reactants [F:1][C:2]1[CH:7]=[CH:6][C:5]([NH:8][CH:9]2[CH2:12][N:11](C(OC(C)(C)C)=O)[CH2:10]2)=[C:4]([CH3:20])[CH:3]=1.FC(F)(F)C(O)=O.ClCCl, predict the reaction product. The product is: [F:1][C:2]1[CH:7]=[CH:6][C:5]([NH:8][CH:9]2[CH2:12][NH:11][CH2:10]2)=[C:4]([CH3:20])[CH:3]=1. (2) Given the reactants [N+:1]([C:4]1[CH:9]=[CH:8][C:7]([S:10]([N:13]2[CH2:18][CH2:17][CH2:16][CH2:15][CH2:14]2)(=[O:12])=[O:11])=[CH:6][CH:5]=1)([O-])=O.[Cl-].[NH4+].C(O)C.NO, predict the reaction product. The product is: [N:13]1([S:10]([C:7]2[CH:6]=[CH:5][C:4]([NH2:1])=[CH:9][CH:8]=2)(=[O:12])=[O:11])[CH2:14][CH2:15][CH2:16][CH2:17][CH2:18]1. (3) Given the reactants Br[C:2]1[C:3]([C:9]2[CH:14]=[CH:13][C:12]([NH:15][S:16]([CH3:19])(=[O:18])=[O:17])=[CH:11][C:10]=2[CH3:20])=[C:4]([CH:7]=[O:8])[S:5][CH:6]=1.BrC1C(Br)=CSC=1C=O.OC1C=CC(B(O)O)=CC=1.[Cl:40][C:41]1[CH:46]=[CH:45][C:44](B(O)O)=[C:43]([O:50][CH3:51])[CH:42]=1, predict the reaction product. The product is: [Cl:40][C:41]1[CH:46]=[CH:45][C:44]([C:2]2[C:3]([C:9]3[CH:14]=[CH:13][C:12]([NH:15][S:16]([CH3:19])(=[O:18])=[O:17])=[CH:11][C:10]=3[CH3:20])=[C:4]([CH:7]=[O:8])[S:5][CH:6]=2)=[C:43]([O:50][CH3:51])[CH:42]=1. (4) Given the reactants [C:1]([O:5][C:6]([NH:8][CH2:9][C:10]1[CH:18]=[CH:17][C:13]([C:14]([OH:16])=O)=[CH:12][CH:11]=1)=[O:7])([CH3:4])([CH3:3])[CH3:2].CN1CCOCC1.C(OC(Cl)=O)C(C)C.Cl.[CH2:35]([O:37][C:38](=[O:48])[C@H:39]([CH2:41][CH2:42][C:43]([O:45][CH2:46][CH3:47])=[O:44])[NH2:40])[CH3:36], predict the reaction product. The product is: [CH2:35]([O:37][C:38](=[O:48])[C@H:39]([CH2:41][CH2:42][C:43]([O:45][CH2:46][CH3:47])=[O:44])[NH:40][C:14](=[O:16])[C:13]1[CH:12]=[CH:11][C:10]([CH2:9][NH:8][C:6]([O:5][C:1]([CH3:2])([CH3:3])[CH3:4])=[O:7])=[CH:18][CH:17]=1)[CH3:36]. (5) Given the reactants [CH3:1][O:2][C:3]1[CH:4]=[C:5]2[C:9](=[CH:10][CH:11]=1)[NH:8][C:7]([C:12]([OH:14])=O)=[CH:6]2.Cl.[CH3:16][NH:17][O:18][CH3:19].CCN=C=NCCCN(C)C.ON1C2C=CC=CC=2N=N1.C(N(CC)CC)C.C(O)(=O)CC(CC(O)=O)(C(O)=O)O, predict the reaction product. The product is: [CH3:19][O:18][N:17]([CH3:16])[C:12]([C:7]1[NH:8][C:9]2[C:5]([CH:6]=1)=[CH:4][C:3]([O:2][CH3:1])=[CH:11][CH:10]=2)=[O:14]. (6) Given the reactants Cl[C:2]1[CH:3]=[C:4]([NH:13][C:14]2[CH:19]=[CH:18][C:17]([S:20]([NH:23][CH3:24])(=[O:22])=[O:21])=[CH:16][CH:15]=2)[C:5]2[N:6]([C:8]([C:11]#[N:12])=[CH:9][N:10]=2)[N:7]=1.C(N1CCCC(NC2C=C(N(CC3C=CC(OC)=CC=3)C3C=CC=CC=3)C3N(C(C#N)=CN=3)N=2)C1)C1C=CC=CC=1.[C@H:66]1([NH2:73])[CH2:71][CH2:70][C@H:69]([NH2:72])[CH2:68][CH2:67]1, predict the reaction product. The product is: [NH2:72][C@H:69]1[CH2:70][CH2:71][C@H:66]([NH:73][C:2]2[CH:3]=[C:4]([NH:13][C:14]3[CH:19]=[CH:18][C:17]([S:20]([NH:23][CH3:24])(=[O:22])=[O:21])=[CH:16][CH:15]=3)[C:5]3[N:6]([C:8]([C:11]#[N:12])=[CH:9][N:10]=3)[N:7]=2)[CH2:67][CH2:68]1.